Dataset: NCI-60 drug combinations with 297,098 pairs across 59 cell lines. Task: Regression. Given two drug SMILES strings and cell line genomic features, predict the synergy score measuring deviation from expected non-interaction effect. (1) Drug 1: CC(C1=C(C=CC(=C1Cl)F)Cl)OC2=C(N=CC(=C2)C3=CN(N=C3)C4CCNCC4)N. Drug 2: CC(C)(C#N)C1=CC(=CC(=C1)CN2C=NC=N2)C(C)(C)C#N. Cell line: UO-31. Synergy scores: CSS=7.95, Synergy_ZIP=-1.64, Synergy_Bliss=1.28, Synergy_Loewe=3.01, Synergy_HSA=3.05. (2) Drug 2: CN(C(=O)NC(C=O)C(C(C(CO)O)O)O)N=O. Drug 1: CCC1=C2CN3C(=CC4=C(C3=O)COC(=O)C4(CC)O)C2=NC5=C1C=C(C=C5)O. Synergy scores: CSS=14.7, Synergy_ZIP=-6.88, Synergy_Bliss=0.0254, Synergy_Loewe=-19.1, Synergy_HSA=0.267. Cell line: HS 578T. (3) Drug 1: C(=O)(N)NO. Drug 2: CCCCCOC(=O)NC1=NC(=O)N(C=C1F)C2C(C(C(O2)C)O)O. Cell line: SNB-19. Synergy scores: CSS=0.353, Synergy_ZIP=-0.576, Synergy_Bliss=-0.655, Synergy_Loewe=-2.57, Synergy_HSA=-3.49. (4) Drug 2: CC(C)(C#N)C1=CC(=CC(=C1)CN2C=NC=N2)C(C)(C)C#N. Synergy scores: CSS=0.509, Synergy_ZIP=0.956, Synergy_Bliss=1.07, Synergy_Loewe=-4.58, Synergy_HSA=-1.50. Cell line: ACHN. Drug 1: CS(=O)(=O)C1=CC(=C(C=C1)C(=O)NC2=CC(=C(C=C2)Cl)C3=CC=CC=N3)Cl. (5) Drug 1: COC1=C(C=C2C(=C1)N=CN=C2NC3=CC(=C(C=C3)F)Cl)OCCCN4CCOCC4. Drug 2: CC(C)NC(=O)C1=CC=C(C=C1)CNNC.Cl. Cell line: SNB-75. Synergy scores: CSS=27.3, Synergy_ZIP=2.12, Synergy_Bliss=4.94, Synergy_Loewe=-9.84, Synergy_HSA=3.63. (6) Drug 1: C1=NC2=C(N=C(N=C2N1C3C(C(C(O3)CO)O)O)F)N. Drug 2: C#CCC(CC1=CN=C2C(=N1)C(=NC(=N2)N)N)C3=CC=C(C=C3)C(=O)NC(CCC(=O)O)C(=O)O. Cell line: MALME-3M. Synergy scores: CSS=6.72, Synergy_ZIP=-4.81, Synergy_Bliss=-2.60, Synergy_Loewe=-1.60, Synergy_HSA=-0.836. (7) Drug 1: C1CCC(CC1)NC(=O)N(CCCl)N=O. Drug 2: CC(C)CN1C=NC2=C1C3=CC=CC=C3N=C2N. Cell line: SF-268. Synergy scores: CSS=20.5, Synergy_ZIP=2.23, Synergy_Bliss=3.91, Synergy_Loewe=1.28, Synergy_HSA=1.84.